From a dataset of Catalyst prediction with 721,799 reactions and 888 catalyst types from USPTO. Predict which catalyst facilitates the given reaction. The catalyst class is: 17. Reactant: [Cl:1][C:2]1[C:3]([O:21][CH2:22][CH:23]([O:26][CH3:27])[O:24][CH3:25])=[CH:4][CH:5]=[C:6]2[C:11]=1[N:10]=[C:9]([C:12]1[S:13][CH:14]=[C:15]([CH:17]([CH3:19])[CH3:18])[N:16]=1)[CH:8]=[C:7]2O.O=P(Cl)(Cl)[Cl:30].CO.C([O-])(O)=O.[Na+]. Product: [Cl:30][C:7]1[C:6]2[C:11](=[C:2]([Cl:1])[C:3]([O:21][CH2:22][CH:23]([O:26][CH3:27])[O:24][CH3:25])=[CH:4][CH:5]=2)[N:10]=[C:9]([C:12]2[S:13][CH:14]=[C:15]([CH:17]([CH3:19])[CH3:18])[N:16]=2)[CH:8]=1.